From a dataset of Forward reaction prediction with 1.9M reactions from USPTO patents (1976-2016). Predict the product of the given reaction. (1) Given the reactants [F:1][CH:2]([F:37])[O:3][C:4]1[CH:13]=[CH:12][CH:11]=[C:10]2[C:5]=1[C:6]1[CH:31]=[CH:30][C:29]([NH:32][S:33]([CH3:36])(=[O:35])=[O:34])=[CH:28][C:7]=1[CH:8]([C:14]1[CH:15]=[C:16]([CH2:20][CH2:21][CH2:22][C:23]([O:25]CC)=[O:24])[CH:17]=[CH:18][CH:19]=1)[O:9]2.[Li+].[OH-].Cl, predict the reaction product. The product is: [F:37][CH:2]([F:1])[O:3][C:4]1[CH:13]=[CH:12][CH:11]=[C:10]2[C:5]=1[C:6]1[CH:31]=[CH:30][C:29]([NH:32][S:33]([CH3:36])(=[O:35])=[O:34])=[CH:28][C:7]=1[CH:8]([C:14]1[CH:15]=[C:16]([CH2:20][CH2:21][CH2:22][C:23]([OH:25])=[O:24])[CH:17]=[CH:18][CH:19]=1)[O:9]2. (2) Given the reactants [CH3:1][C:2]1[CH:3]=[N:4][CH:5]=[C:6]([CH:16]=1)[C:7]([NH:9][CH:10]1[CH2:15][CH2:14][NH:13][CH2:12][CH2:11]1)=[O:8].[CH2:17]([O:19][C:20]1[CH:21]=[C:22]([CH:25]=[CH:26][C:27]=1[F:28])[CH:23]=O)[CH3:18], predict the reaction product. The product is: [CH2:17]([O:19][C:20]1[CH:21]=[C:22]([CH:25]=[CH:26][C:27]=1[F:28])[CH2:23][N:13]1[CH2:12][CH2:11][CH:10]([NH:9][C:7](=[O:8])[C:6]2[CH:16]=[C:2]([CH3:1])[CH:3]=[N:4][CH:5]=2)[CH2:15][CH2:14]1)[CH3:18]. (3) Given the reactants [Cl:1][C:2]1[CH:3]=[C:4]([C:9]23[CH2:14][CH:13]2[CH2:12][NH:11][CH2:10]3)[CH:5]=[CH:6][C:7]=1[Cl:8].[C:15](#N)[CH3:16].[C:18](O[BH-](OC(=O)C)OC(=O)C)(=O)C.[Na+], predict the reaction product. The product is: [Cl:1][C:2]1[CH:3]=[C:4]([C@@:9]23[CH2:14][C@@H:13]2[CH2:12][N:11]([CH:15]([CH3:16])[CH3:18])[CH2:10]3)[CH:5]=[CH:6][C:7]=1[Cl:8]. (4) Given the reactants [C:1]([N:4]([CH2:11][C:12]1[CH:13]=[CH:14][CH:15]=[C:16]2[C:20]=1[NH:19][CH:18]=[CH:17]2)[CH2:5][CH2:6][O:7][C:8](=[O:10])[CH3:9])(=[O:3])[CH3:2].[C:21](Cl)(=[O:25])[C:22](Cl)=[O:23].[CH3:27][O-:28].[Na+], predict the reaction product. The product is: [CH3:27][O:28][C:21](=[O:25])[C:22]([C:17]1[C:16]2[C:20](=[C:12]([CH2:11][N:4]([C:1](=[O:3])[CH3:2])[CH2:5][CH2:6][OH:7])[CH:13]=[CH:14][CH:15]=2)[NH:19][CH:18]=1)=[O:23].[CH3:27][O:28][C:21](=[O:25])[C:22]([C:17]1[C:16]2[C:20](=[C:12]([CH2:11][N:4]([CH2:5][CH2:6][O:7][C:8](=[O:10])[CH3:9])[C:1](=[O:3])[CH3:2])[CH:13]=[CH:14][CH:15]=2)[NH:19][CH:18]=1)=[O:23]. (5) Given the reactants C([O:5][C:6](=O)[NH:7][C:8]1([C:11](=[O:30])[NH:12][C:13]2[CH:18]=[CH:17][C:16]([C:19]3[CH:24]=[CH:23][CH:22]=[CH:21][C:20]=3[S:25]([CH3:28])(=[O:27])=[O:26])=[CH:15][C:14]=2[F:29])[CH2:10][CH2:9]1)(C)(C)C.C(O)(C(F)(F)F)=O.C([N:41]([CH2:44][CH3:45])CC)C.[N+](C1C=CC(OC(=O)NC2[CH:63]=[CH:62][C:61]([Cl:64])=[CH:60]N=2)=CC=1)([O-])=O, predict the reaction product. The product is: [F:29][C:14]1[CH:15]=[C:16]([C:19]2[CH:24]=[CH:23][CH:22]=[CH:21][C:20]=2[S:25]([CH3:28])(=[O:27])=[O:26])[CH:17]=[CH:18][C:13]=1[NH:12][C:11]([C:8]1([NH:7][C:6]([NH:41][C:44]2[CH:45]=[CH:60][C:61]([Cl:64])=[CH:62][CH:63]=2)=[O:5])[CH2:10][CH2:9]1)=[O:30].